Dataset: Reaction yield outcomes from USPTO patents with 853,638 reactions. Task: Predict the reaction yield, written as a fraction of the theoretical maximum amount of product (1.0 means a 100% yield; for example, 0.34 means a 34% yield). (1) The reactants are [C:1]([O:5][C:6]([NH:8][C:9]1[CH:16]=[CH:15][C:12]([O:13]C)=[CH:11][CH:10]=1)=[O:7])([CH3:4])([CH3:3])[CH3:2].[C:17]([Li])(C)(C)C.[CH2:22]1[O:24][CH2:23]1.[Cl-].[NH4+]. The catalyst is CCOCC. The product is [OH:13][CH2:12][CH2:15][C:16]1[C:23]([O:24][CH3:22])=[CH:17][CH:11]=[CH:10][C:9]=1[NH:8][C:6]([O:5][C:1]([CH3:2])([CH3:3])[CH3:4])=[O:7]. The yield is 0.370. (2) The reactants are Br[C:2]1[CH:3]=[C:4]([O:15][C:16]2[CH:21]=[CH:20][CH:19]=[CH:18][CH:17]=2)[C:5]([NH:8][C:9]2[S:10][CH:11]=[C:12]([CH3:14])[N:13]=2)=[N:6][CH:7]=1.C(N(C(C)C)C(C)C)C.[SH:31][CH2:32][CH2:33][C:34]([O:36][CH3:37])=[O:35]. The catalyst is C1C=CC(/C=C/C(/C=C/C2C=CC=CC=2)=O)=CC=1.C1C=CC(/C=C/C(/C=C/C2C=CC=CC=2)=O)=CC=1.C1C=CC(/C=C/C(/C=C/C2C=CC=CC=2)=O)=CC=1.[Pd].[Pd].C1(P(C2C=CC=CC=2)C2C3OC4C(=CC=CC=4P(C4C=CC=CC=4)C4C=CC=CC=4)C(C)(C)C=3C=CC=2)C=CC=CC=1.O1CCOCC1. The product is [CH3:14][C:12]1[N:13]=[C:9]([NH:8][C:5]2[N:6]=[CH:7][C:2]([S:31][CH2:32][CH2:33][C:34]([O:36][CH3:37])=[O:35])=[CH:3][C:4]=2[O:15][C:16]2[CH:21]=[CH:20][CH:19]=[CH:18][CH:17]=2)[S:10][CH:11]=1. The yield is 0.845. (3) The reactants are Cl.[C:2]([C:6]1[CH:10]=[C:9]([NH2:11])[N:8]([CH2:12][CH:13]2[CH2:15][CH2:14]2)[N:7]=1)([CH3:5])([CH3:4])[CH3:3].N1C=CC=CC=1.[F:22][C:23]([F:34])([F:33])[C:24](O[C:24](=[O:25])[C:23]([F:34])([F:33])[F:22])=[O:25].O. The catalyst is ClC(Cl)C.ClCCl. The product is [C:2]([C:6]1[CH:10]=[C:9]([NH:11][C:24](=[O:25])[C:23]([F:34])([F:33])[F:22])[N:8]([CH2:12][CH:13]2[CH2:14][CH2:15]2)[N:7]=1)([CH3:5])([CH3:3])[CH3:4]. The yield is 0.880. (4) The reactants are C(OC([N:8]1[CH2:13][CH2:12][N:11]([C:14]2[CH:19]=[CH:18][C:17]([C:20]([F:23])([F:22])[F:21])=[C:16]([F:24])[CH:15]=2)[CH2:10][CH2:9]1)=O)(C)(C)C.C(Cl)Cl. The catalyst is FC(F)(F)C(O)=O.ClCCl. The product is [F:24][C:16]1[CH:15]=[C:14]([N:11]2[CH2:12][CH2:13][NH:8][CH2:9][CH2:10]2)[CH:19]=[CH:18][C:17]=1[C:20]([F:22])([F:21])[F:23]. The yield is 0.780. (5) The reactants are [F:1][C:2]1[CH:3]=[C:4]2[C:8](=[CH:9][CH:10]=1)[NH:7][C:6](=[O:11])[CH2:5]2.[Br:12]N1C(=O)CCC1=O. The catalyst is C(#N)C. The product is [Br:12][C:9]1[CH:10]=[C:2]([F:1])[CH:3]=[C:4]2[C:8]=1[NH:7][C:6](=[O:11])[CH2:5]2. The yield is 0.870. (6) The reactants are I[C:2]1[CH:9]=[CH:8][C:5]([CH2:6][OH:7])=[CH:4][CH:3]=1.[F:10][C:11]([F:22])([F:21])[C:12]1[C:20]2[CH2:19][CH2:18][CH2:17][CH2:16][C:15]=2[NH:14][N:13]=1.CN(C)CC(O)=O.C(=O)([O-])[O-].[K+].[K+]. The catalyst is CS(C)=O.[Cu]I. The product is [F:22][C:11]([F:10])([F:21])[C:12]1[C:20]2[CH2:19][CH2:18][CH2:17][CH2:16][C:15]=2[N:14]([C:2]2[CH:9]=[CH:8][C:5]([CH2:6][OH:7])=[CH:4][CH:3]=2)[N:13]=1. The yield is 0.860.